This data is from Catalyst prediction with 721,799 reactions and 888 catalyst types from USPTO. The task is: Predict which catalyst facilitates the given reaction. (1) Reactant: [N:1]12[CH2:8][CH2:7][CH:4]([CH2:5][CH2:6]1)[CH:3]([C@@H:9]1[C:17](=[O:18])[CH:16]=[C:15]3[CH:19]=[N:20][CH:21]=[CH:22][N:13]4[C:14]3=[C:10]1[CH2:11][NH:12]4)[CH2:2]2.[ClH:23]. Product: [ClH:23].[N:1]12[CH2:8][CH2:7][CH:4]([CH2:5][CH2:6]1)[CH:3]([C@@H:9]1[C:17](=[O:18])[CH:16]=[C:15]3[CH:19]=[N:20][CH:21]=[CH:22][N:13]4[C:14]3=[C:10]1[CH2:11][NH:12]4)[CH2:2]2. The catalyst class is: 5. (2) Reactant: Cl.Cl.[NH2:3][CH:4]1[CH2:13][C:12]2[C:7](=[CH:8][CH:9]=[C:10]([C:14]#[N:15])[CH:11]=2)[NH:6][CH2:5]1.[C:16](O)(=[O:25])[C@H:17]([C:19]1[CH:24]=[CH:23][CH:22]=[CH:21][CH:20]=1)[OH:18].CCN=C=NCCCN(C)C.C1C=CC2N(O)N=NC=2C=1.CN1CCOCC1. Product: [C:14]([C:10]1[CH:11]=[C:12]2[C:7](=[CH:8][CH:9]=1)[NH:6][CH2:5][C@@H:4]([NH:3][C:16](=[O:25])[C@@H:17]([OH:18])[C:19]1[CH:24]=[CH:23][CH:22]=[CH:21][CH:20]=1)[CH2:13]2)#[N:15]. The catalyst class is: 31. (3) Reactant: [Br:1][C:2]1[C:10]([O:11][CH3:12])=[C:9]([O:13][CH3:14])[CH:8]=[C:7]2[C:3]=1[CH2:4][N:5]([CH2:16][C:17]1[CH:26]=[CH:25][C:20]([C:21]([O:23]C)=[O:22])=[CH:19][CH:18]=1)[C:6]2=[O:15].O.[OH-].[Li+]. Product: [Br:1][C:2]1[C:10]([O:11][CH3:12])=[C:9]([O:13][CH3:14])[CH:8]=[C:7]2[C:3]=1[CH2:4][N:5]([CH2:16][C:17]1[CH:26]=[CH:25][C:20]([C:21]([OH:23])=[O:22])=[CH:19][CH:18]=1)[C:6]2=[O:15]. The catalyst class is: 1. (4) Reactant: [C:1]([C:5]1[CH:30]=[CH:29][C:8]([CH2:9][CH:10]2[CH2:15][CH:14]([CH2:16][O:17][Si](C(C)(C)C)(C)C)[CH2:13][CH2:12][N:11]2[C:25]([O:27][CH3:28])=[O:26])=[CH:7][CH:6]=1)([CH3:4])([CH3:3])[CH3:2].[F-].C([N+](CCCC)(CCCC)CCCC)CCC. Product: [C:1]([C:5]1[CH:30]=[CH:29][C:8]([CH2:9][CH:10]2[CH2:15][CH:14]([CH2:16][OH:17])[CH2:13][CH2:12][N:11]2[C:25]([O:27][CH3:28])=[O:26])=[CH:7][CH:6]=1)([CH3:4])([CH3:2])[CH3:3]. The catalyst class is: 7. (5) Reactant: [CH3:1][O:2][C:3]([C@@H:5]1[CH2:7][C@H:6]1[C:8](O)=[O:9])=[O:4].B(OC)(OC)OC.[Cl-].[Na+]. Product: [CH3:1][O:2][C:3]([C@@H:5]1[CH2:7][C@H:6]1[CH2:8][OH:9])=[O:4]. The catalyst class is: 7. (6) Reactant: FC(F)(F)S(O[C:7]1[CH:15]=[C:14]2[C:10]([C:11]([C:26](=[O:37])[NH:27][CH2:28][C:29]3[CH:34]=[CH:33][C:32]([F:35])=[C:31]([F:36])[CH:30]=3)=[C:12]([CH:23]([CH3:25])[CH3:24])[N:13]2[CH2:16][C:17]2[CH:22]=[CH:21][CH:20]=[CH:19][N:18]=2)=[CH:9][CH:8]=1)(=O)=O.[CH3:40][N:41]1[C:45](B(O)O)=[CH:44][CH:43]=[N:42]1.[Li+].[Cl-].C([O-])([O-])=O.[Na+].[Na+]. Product: [F:36][C:31]1[CH:30]=[C:29]([CH:34]=[CH:33][C:32]=1[F:35])[CH2:28][NH:27][C:26]([C:11]1[C:10]2[C:14](=[CH:15][C:7]([C:45]3[N:41]([CH3:40])[N:42]=[CH:43][CH:44]=3)=[CH:8][CH:9]=2)[N:13]([CH2:16][C:17]2[CH:22]=[CH:21][CH:20]=[CH:19][N:18]=2)[C:12]=1[CH:23]([CH3:24])[CH3:25])=[O:37]. The catalyst class is: 73. (7) Reactant: Cl[C:2]1[CH:7]=[CH:6][N:5]2[N:8]=[CH:9][C:10]([C:11]([NH:13][CH:14]([C:19]3[CH:24]=[CH:23][C:22]([O:25][C:26]([F:29])([F:28])[F:27])=[C:21]([F:30])[CH:20]=3)[C:15]([OH:18])([CH3:17])[CH3:16])=[O:12])=[C:4]2[N:3]=1.[NH:31]1[CH:35]=[CH:34][CH:33]=[N:32]1.C(=O)([O-])[O-].[K+].[K+].CN(C)C=O. Product: [F:30][C:21]1[CH:20]=[C:19]([CH:14]([NH:13][C:11]([C:10]2[CH:9]=[N:8][N:5]3[CH:6]=[CH:7][C:2]([N:31]4[CH:35]=[CH:34][CH:33]=[N:32]4)=[N:3][C:4]=23)=[O:12])[C:15]([OH:18])([CH3:17])[CH3:16])[CH:24]=[CH:23][C:22]=1[O:25][C:26]([F:29])([F:28])[F:27]. The catalyst class is: 84. (8) Product: [CH2:46]([NH:49][CH2:44]/[CH:43]=[CH:42]\[C:36]1[CH:37]=[C:38]([F:41])[CH:39]=[CH:40][C:35]=1[S:32]([N:23]([C:11]1[C:10]([C:8]([O:7][CH3:6])=[O:9])=[C:19]2[C:14]([C:15]3[CH:22]=[CH:21][O:20][C:16]=3[CH2:17][O:18]2)=[CH:13][CH:12]=1)[CH2:24][O:25][CH2:26][CH2:27][Si:28]([CH3:31])([CH3:30])[CH3:29])(=[O:33])=[O:34])[CH3:47]. Reactant: CS(Cl)(=O)=O.[CH3:6][O:7][C:8]([C:10]1[C:11]([N:23]([S:32]([C:35]2[CH:40]=[CH:39][C:38]([F:41])=[CH:37][C:36]=2/[CH:42]=[CH:43]\[CH2:44]O)(=[O:34])=[O:33])[CH2:24][O:25][CH2:26][CH2:27][Si:28]([CH3:31])([CH3:30])[CH3:29])=[CH:12][CH:13]=[C:14]2[C:19]=1[O:18][CH2:17][C:16]1[O:20][CH:21]=[CH:22][C:15]2=1)=[O:9].[CH:46]([N:49](C(C)C)CC)(C)[CH3:47].C(N)C. The catalyst class is: 2. (9) Reactant: [F:1][C:2]1[CH:7]=[CH:6][CH:5]=[CH:4][C:3]=1[C:8]1[N:9]=[CH:10][C:11]([CH2:14][N:15]2[C:20](=[O:21])[C:19]([C:22]([NH:24][CH2:25][C:26]([O:28]C(C)(C)C)=[O:27])=[O:23])=[C:18]([OH:33])[C:17]3[CH2:34][S:35][CH2:36][C:16]2=3)=[N:12][CH:13]=1.C(O)(C(F)(F)F)=O. Product: [F:1][C:2]1[CH:7]=[CH:6][CH:5]=[CH:4][C:3]=1[C:8]1[N:9]=[CH:10][C:11]([CH2:14][N:15]2[C:20](=[O:21])[C:19]([C:22]([NH:24][CH2:25][C:26]([OH:28])=[O:27])=[O:23])=[C:18]([OH:33])[C:17]3[CH2:34][S:35][CH2:36][C:16]2=3)=[N:12][CH:13]=1. The catalyst class is: 2. (10) Reactant: C1(C)C=CC(S(O[CH2:11][C:12]([CH3:26])([CH3:25])[CH2:13][O:14][S:15]([C:18]2[CH:23]=[CH:22][C:21]([CH3:24])=[CH:20][CH:19]=2)(=[O:17])=[O:16])(=O)=O)=CC=1.[C-:28]#[N:29].[K+].O. Product: [C:28]([CH2:11][C:12]([CH3:25])([CH3:26])[CH2:13][O:14][S:15]([C:18]1[CH:19]=[CH:20][C:21]([CH3:24])=[CH:22][CH:23]=1)(=[O:16])=[O:17])#[N:29]. The catalyst class is: 16.